This data is from Full USPTO retrosynthesis dataset with 1.9M reactions from patents (1976-2016). The task is: Predict the reactants needed to synthesize the given product. (1) Given the product [OH:39][CH:36]1[CH:1]([O:2][C:3]2[CH:8]=[CH:7][C:6]([O:9][CH3:10])=[CH:5][CH:4]=2)[CH2:38][N:34]([C:32](=[O:33])[C@H:27]([CH2:28][CH:29]([CH3:31])[CH3:30])[NH:26][C:16]([O:18][CH2:19][C:20]2[CH:21]=[CH:22][CH:23]=[CH:24][CH:25]=2)=[O:17])[CH2:35]1, predict the reactants needed to synthesize it. The reactants are: [CH3:1][O:2][C:3]1[CH:8]=[CH:7][C:6]([OH:9])=[CH:5][CH:4]=1.[CH3:10]C(C)([O-])C.[K+].[C:16]([NH:26][C@H:27]([C:32]([N:34]1[CH2:38]C2[O:39][CH:36]2[CH2:35]1)=[O:33])[CH2:28][CH:29]([CH3:31])[CH3:30])([O:18][CH2:19][C:20]1[CH:25]=[CH:24][CH:23]=[CH:22][CH:21]=1)=[O:17]. (2) Given the product [C:17](/[CH:19]=[CH:20]/[CH2:21][CH:22]1[CH2:23][CH2:24][N:25]([C:28]([O:30][C:31]([CH3:34])([CH3:33])[CH3:32])=[O:29])[CH2:26][CH2:27]1)#[N:18], predict the reactants needed to synthesize it. The reactants are: O=CCC1CCN(C(OC(C)(C)C)=O)CC1.[C:17](/[CH:19]=[CH:20]\[CH2:21][CH:22]1[CH2:27][CH2:26][N:25]([C:28]([O:30][C:31]([CH3:34])([CH3:33])[CH3:32])=[O:29])[CH2:24][CH2:23]1)#[N:18]. (3) Given the product [NH2:36][CH2:37][CH2:38][C:39]([O:12][C:9]([CH3:11])([C:3]1[CH:8]=[CH:7][CH:6]=[CH:5][CH:4]=1)[CH3:10])=[O:40], predict the reactants needed to synthesize it. The reactants are: [H-].[Na+].[C:3]1([C:9]([OH:12])([CH3:11])[CH3:10])[CH:8]=[CH:7][CH:6]=[CH:5][CH:4]=1.ClC(Cl)(Cl)C#N.C([NH:36][CH2:37][CH2:38][C:39](O)=[O:40])(OCC1C2C(=CC=CC=2)C2C1=CC=CC=2)=O. (4) The reactants are: [C:1]([O:5][C:6]([N:8]1[CH2:13][C@@H:12]([NH:14]C)[CH2:11][C@@H:10]([C:16](=[O:39])[N:17](C2CC2)[C:18]2[CH:19]=[CH:20][C:21]3[O:26][C:25]([CH3:28])([CH3:27])[C:24](=[O:29])[N:23]([CH2:30][CH2:31][CH2:32][O:33][CH3:34])[C:22]=3[CH:35]=2)[CH2:9]1)=[O:7])([CH3:4])([CH3:3])[CH3:2].[C:40]1([C:46]2([C:49]([OH:51])=O)[CH2:48][CH2:47]2)[CH:45]=[CH:44][CH:43]=[CH:42][CH:41]=1.CCN=C=NCCCN(C)C.Cl.C1C=NC2N(O)N=NC=2C=1. Given the product [C:1]([O:5][C:6]([N:8]1[CH2:13][C@@H:12]([NH:14][C:49]([C:46]2([C:40]3[CH:41]=[CH:42][CH:43]=[CH:44][CH:45]=3)[CH2:47][CH2:48]2)=[O:51])[CH2:11][C@@H:10]([C:16](=[O:39])[NH:17][C:18]2[CH:19]=[CH:20][C:21]3[O:26][C:25]([CH3:27])([CH3:28])[C:24](=[O:29])[N:23]([CH2:30][CH2:31][CH2:32][O:33][CH3:34])[C:22]=3[CH:35]=2)[CH2:9]1)=[O:7])([CH3:2])([CH3:3])[CH3:4], predict the reactants needed to synthesize it.